This data is from Full USPTO retrosynthesis dataset with 1.9M reactions from patents (1976-2016). The task is: Predict the reactants needed to synthesize the given product. (1) Given the product [CH3:42][C:28]([NH:27][CH2:21][CH:20]([C:11]1[C:12]2[O:17][CH2:16][C:15](=[O:18])[NH:14][C:13]=2[CH:19]=[C:9]([OH:8])[CH:10]=1)[OH:26])([CH3:41])[CH2:29][CH2:30][N:31]1[C:35]2[CH:36]=[CH:37][CH:38]=[CH:39][C:34]=2[NH:33][C:32]1=[O:40], predict the reactants needed to synthesize it. The reactants are: C([O:8][C:9]1[CH:10]=[C:11]([CH:20]([OH:26])[CH:21](OCC)O)[C:12]2[O:17][CH2:16][C:15](=[O:18])[NH:14][C:13]=2[CH:19]=1)C1C=CC=CC=1.[NH2:27][C:28]([CH3:42])([CH3:41])[CH2:29][CH2:30][N:31]1[C:35]2[CH:36]=[CH:37][CH:38]=[CH:39][C:34]=2[NH:33][C:32]1=[O:40]. (2) Given the product [CH2:1]([N:3]1[C:12]2[C:7](=[C:8]([N+:20]([O-:22])=[O:21])[C:9]3[O:15][CH2:14][O:13][C:10]=3[CH:11]=2)[C:6](=[O:16])[C:5]([C:17]([OH:19])=[O:18])=[N:4]1)[CH3:2], predict the reactants needed to synthesize it. The reactants are: [CH2:1]([N:3]1[C:12]2[C:7](=[CH:8][C:9]3[O:15][CH2:14][O:13][C:10]=3[CH:11]=2)[C:6](=[O:16])[C:5]([C:17]([OH:19])=[O:18])=[N:4]1)[CH3:2].[N+:20]([O-])([O-:22])=[O:21].[K+]. (3) Given the product [CH3:29][O:30][C:31](=[O:32])[C:33]1[CH:38]=[CH:37][C:36]([O:8][C:6]2[CH:5]=[CH:4][C:3]([CH:9]([CH3:28])[C:10]([OH:15])([C:16]3[CH:17]=[CH:18][C:19]4[O:24][CH2:23][C:22](=[O:25])[N:21]([CH3:26])[C:20]=4[CH:27]=3)[C:11]([F:12])([F:13])[F:14])=[C:2]([Cl:1])[CH:7]=2)=[N:35][C:34]=1[Cl:40], predict the reactants needed to synthesize it. The reactants are: [Cl:1][C:2]1[CH:7]=[C:6]([OH:8])[CH:5]=[CH:4][C:3]=1[CH:9]([CH3:28])[C:10]([C:16]1[CH:17]=[CH:18][C:19]2[O:24][CH2:23][C:22](=[O:25])[N:21]([CH3:26])[C:20]=2[CH:27]=1)([OH:15])[C:11]([F:14])([F:13])[F:12].[CH3:29][O:30][C:31]([C:33]1[C:34]([Cl:40])=[N:35][C:36](Cl)=[CH:37][CH:38]=1)=[O:32].C1N2CCN(CC2)C1. (4) Given the product [NH2:15][C:14]1[C:13]2[CH:32]=[CH:11][N:10]([C@H:3]3[C@:2]4([CH3:1])[O:20][C:21]([CH3:26])([CH3:22])[O:7][C@@H:6]4[C@@H:5]([CH2:8][OH:9])[O:4]3)[C:19]=2[N:18]=[CH:17][N:16]=1, predict the reactants needed to synthesize it. The reactants are: [CH3:1][C@@:2]1([OH:20])[C@H:6]([OH:7])[C@@H:5]([CH2:8][OH:9])[O:4][C@H:3]1[N:10]1[C:19]2[N:18]=[CH:17][N:16]=[C:14]([NH2:15])[C:13]=2N=[CH:11]1.[C:21]1(C)[CH:26]=CC(S(O)(=O)=O)=C[CH:22]=1.[CH3:32]OC(OC)(C)C.